From a dataset of Forward reaction prediction with 1.9M reactions from USPTO patents (1976-2016). Predict the product of the given reaction. (1) Given the reactants [CH3:1][C:2]([CH3:5])([O-:4])[CH3:3].[K+].C([O:11][C:12]([N:14]1[CH2:19][CH2:18][N:17]([C:20]2[N:28]([C:29]3[CH:34]=[CH:33][CH:32]=[CH:31][C:30]=3C=O)[C:27]3[C:26](=[O:37])[N:25]([CH2:38][O:39][C:40](=[O:45])[C:41]([CH3:44])([CH3:43])[CH3:42])[C:24](=[O:46])[N:23]([CH2:47][O:48][C:49](=[O:54])[C:50]([CH3:53])([CH3:52])[CH3:51])[C:22]=3[N:21]=2)[CH2:16][CH2:15]1)=O)(C)(C)C.O1CC[CH2:57][CH2:56]1, predict the reaction product. The product is: [C:2]([O:4][C:12]([N:14]1[CH2:19][CH2:18][N:17]([C:20]2[N:28]([C:29]3[CH:34]=[CH:33][CH:32]=[CH:31][C:30]=3[CH:56]=[CH2:57])[C:27]3[C:26](=[O:37])[N:25]([CH2:38][O:39][C:40](=[O:45])[C:41]([CH3:43])([CH3:42])[CH3:44])[C:24](=[O:46])[N:23]([CH2:47][O:48][C:49](=[O:54])[C:50]([CH3:52])([CH3:53])[CH3:51])[C:22]=3[N:21]=2)[CH2:16][CH2:15]1)=[O:11])([CH3:5])([CH3:3])[CH3:1]. (2) Given the reactants Br[C:2]1[CH:3]=[C:4]([CH:9]=[CH:10][C:11]=1[CH3:12])[C:5]([O:7][CH3:8])=[O:6].C(N(CCCC)CCCC)CCC.[C:26]([O-:29])(=[O:28])C.[Cs+].C1(P(C2C=CC=CC=2)C2C=CC=CC=2)C=CC=CC=1, predict the reaction product. The product is: [CH3:8][O:7][C:5]([C:4]1[CH:9]=[CH:10][C:11]([CH3:12])=[C:2]([CH:3]=1)[C:26]([OH:29])=[O:28])=[O:6]. (3) Given the reactants NN.[NH2:3][C:4]1[C:13]2[N:14]=[C:15]([CH2:26][O:27][N:28]3C(=O)C4C(=CC=CC=4)C3=O)[N:16]([CH2:17][CH2:18][CH2:19][NH:20][C:21](=[O:25])[CH:22]([CH3:24])[CH3:23])[C:12]=2[C:11]2[N:10]=[CH:9][CH:8]=[CH:7][C:6]=2[N:5]=1, predict the reaction product. The product is: [NH2:3][C:4]1[C:13]2[N:14]=[C:15]([CH2:26][O:27][NH2:28])[N:16]([CH2:17][CH2:18][CH2:19][NH:20][C:21](=[O:25])[CH:22]([CH3:24])[CH3:23])[C:12]=2[C:11]2[N:10]=[CH:9][CH:8]=[CH:7][C:6]=2[N:5]=1. (4) Given the reactants [F:1][C:2]1[CH:3]=[C:4]([CH:7]=[CH:8][C:9]=1B1OC(C)(C)C(C)(C)O1)[C:5]#[N:6].Br[C:20]1[CH:25]=[CH:24][N:23]=[C:22]([CH3:26])[CH:21]=1.C(=O)([O-])[O-].[Na+].[Na+], predict the reaction product. The product is: [F:1][C:2]1[CH:3]=[C:4]([CH:7]=[CH:8][C:9]=1[C:20]1[CH:25]=[CH:24][N:23]=[C:22]([CH3:26])[CH:21]=1)[C:5]#[N:6]. (5) Given the reactants [Cl:1][C:2]1[C:6]([NH:7][C:8](=[O:10])[CH3:9])=[CH:5][N:4]([C:11]2[CH:12]=[N:13][CH:14]=[CH:15][CH:16]=2)[N:3]=1.[CH2:17](Br)[CH3:18].[H-].[Na+].CC(C)([O-])C.[Na+], predict the reaction product. The product is: [Cl:1][C:2]1[C:6]([N:7]([CH2:17][CH3:18])[C:8](=[O:10])[CH3:9])=[CH:5][N:4]([C:11]2[CH:12]=[N:13][CH:14]=[CH:15][CH:16]=2)[N:3]=1.